Dataset: Peptide-MHC class II binding affinity with 134,281 pairs from IEDB. Task: Regression. Given a peptide amino acid sequence and an MHC pseudo amino acid sequence, predict their binding affinity value. This is MHC class II binding data. (1) The peptide sequence is TVYVGIVTMLSPMLHHHHHH. The MHC is DRB5_0101 with pseudo-sequence DRB5_0101. The binding affinity (normalized) is 0.787. (2) The peptide sequence is MGQFISFMQEIPTFL. The MHC is DRB1_0405 with pseudo-sequence DRB1_0405. The binding affinity (normalized) is 0.777.